Dataset: Full USPTO retrosynthesis dataset with 1.9M reactions from patents (1976-2016). Task: Predict the reactants needed to synthesize the given product. (1) Given the product [F:33][C:34]([F:46])([F:45])[C:5]([OH:7])=[O:6].[CH3:5][C@H:2]1[N:1]([CH2:31][C:28]2[CH:27]=[CH:26][N:25]=[CH:30][CH:29]=2)[C:8](=[O:9])[N:42]([C:41]2[CH:43]=[CH:44][C:38]([S:35]([C:34]([F:45])([F:33])[F:46])(=[O:36])=[O:37])=[CH:39][CH:40]=2)[C:3]1=[O:4], predict the reactants needed to synthesize it. The reactants are: [NH:1]([C:8](OCC1C2C(=CC=CC=2)C2C1=CC=CC=2)=[O:9])[C@@H:2]([C:5]([OH:7])=[O:6])[CH2:3][OH:4].[N:25]1[CH:30]=[CH:29][C:28]([CH:31]=O)=[CH:27][CH:26]=1.[F:33][C:34]([F:46])([F:45])[S:35]([C:38]1[CH:44]=[CH:43][C:41]([NH2:42])=[CH:40][CH:39]=1)(=[O:37])=[O:36]. (2) Given the product [CH2:71]([O:78][C:79](=[O:85])[C@H:80]([CH:82]([CH3:83])[CH3:84])[NH:81][CH2:34][C:35]1[CH:40]=[CH:39][C:38]([C:41]2[CH:46]=[CH:45][CH:44]=[CH:43][C:42]=2[C:47]2[N:51]([C:52]([C:65]3[CH:70]=[CH:69][CH:68]=[CH:67][CH:66]=3)([C:59]3[CH:64]=[CH:63][CH:62]=[CH:61][CH:60]=3)[C:53]3[CH:58]=[CH:57][CH:56]=[CH:55][CH:54]=3)[N:50]=[N:49][N:48]=2)=[CH:37][CH:36]=1)[C:72]1[CH:77]=[CH:76][CH:75]=[CH:74][CH:73]=1, predict the reactants needed to synthesize it. The reactants are: CCCCC(N([C@H](C(O)=O)C(C)C)CC1C=CC(C2C=CC=CC=2C2NN=NN=2)=CC=1)=O.Br[CH2:34][C:35]1[CH:40]=[CH:39][C:38]([C:41]2[CH:46]=[CH:45][CH:44]=[CH:43][C:42]=2[C:47]2[N:51]([C:52]([C:65]3[CH:70]=[CH:69][CH:68]=[CH:67][CH:66]=3)([C:59]3[CH:64]=[CH:63][CH:62]=[CH:61][CH:60]=3)[C:53]3[CH:58]=[CH:57][CH:56]=[CH:55][CH:54]=3)[N:50]=[N:49][N:48]=2)=[CH:37][CH:36]=1.[CH2:71]([O:78][C:79](=[O:85])[C@H:80]([CH:82]([CH3:84])[CH3:83])[NH2:81])[C:72]1[CH:77]=[CH:76][CH:75]=[CH:74][CH:73]=1. (3) Given the product [CH3:1][O:2][C:3]1[CH:4]=[CH:9][C:10]([CH3:26])=[CH:11][C:12]=1[C:22]([O:21][CH3:19])=[S:24], predict the reactants needed to synthesize it. The reactants are: [CH3:1][O:2][C:3]1[CH:12]=[CH:11][C:10](N)=[CH:9][C:4]=1C(OC)=O.Cl.N([O-])=O.[Na+].[CH2:19]([O:21][C:22]([SH:24])=S)C.[Na].[C:26](=O)([O-])[O-].[Na+].[Na+].[S-2].[Na+].[Na+].[OH-].[Na+].COS(OC)(=O)=O. (4) Given the product [Cl:52][C:53]1[CH:60]=[CH:59][CH:58]=[C:57]([Cl:61])[C:54]=1[CH2:55][O:51][C:48]1[CH:47]=[CH:46][C:45]([C@H:43]2[CH2:42][O:41][C:13]3=[CH:14][C:15]4[CH2:16][C@@H:17]([C:18]([NH:19][C@@H:20]([CH2:21][C:22]5[CH:23]=[CH:24][C:25]([C:28]6[CH:33]=[CH:32][N:31]=[C:30]([CH3:34])[C:29]=6[CH3:35])=[CH:26][CH:27]=5)[C:36]([OH:38])=[O:37])=[O:40])[N:8]([C:6](=[O:7])[NH:68][C@@H:71]([C:73]5[CH:78]=[CH:77][CH:76]=[CH:75][CH:74]=5)[CH3:72])[CH2:9][C:10]=4[CH:11]=[C:12]3[O:44]2)=[CH:50][CH:49]=1, predict the reactants needed to synthesize it. The reactants are: C(O[C:6]([N:8]1[C@H:17]([C:18](=[O:40])[NH:19][C@H:20]([C:36]([O:38]C)=[O:37])[CH2:21][C:22]2[CH:27]=[CH:26][C:25]([C:28]3[CH:33]=[CH:32][N:31]=[C:30]([CH3:34])[C:29]=3[CH3:35])=[CH:24][CH:23]=2)[CH2:16][C:15]2[CH:14]=[C:13]3[O:41][CH2:42][C@H:43]([C:45]4[CH:50]=[CH:49][C:48]([OH:51])=[CH:47][CH:46]=4)[O:44][C:12]3=[CH:11][C:10]=2[CH2:9]1)=[O:7])(C)(C)C.[Cl:52][C:53]1[CH:60]=[CH:59][CH:58]=[C:57]([Cl:61])[C:54]=1[CH2:55]Br.C(=O)([O-])[O-].[K+].[K+].[N:68]([C@@H:71]([C:73]1[CH:78]=[CH:77][CH:76]=[CH:75][CH:74]=1)[CH3:72])=C=O. (5) Given the product [CH3:20][O:19][C:17](=[O:18])[CH2:16][CH2:15][CH2:14][S:11][C:10](=[S:12])[NH:7][CH2:1][CH:2]1[CH2:3][CH2:4][CH2:5][O:6]1, predict the reactants needed to synthesize it. The reactants are: [CH2:1]([NH2:7])[CH:2]1[O:6][CH2:5][CH2:4][CH2:3]1.[OH-].[Na+].[C:10](=[S:12])=[S:11].Cl[CH2:14][CH2:15][CH2:16][C:17]([O:19][CH3:20])=[O:18].